From a dataset of Forward reaction prediction with 1.9M reactions from USPTO patents (1976-2016). Predict the product of the given reaction. Given the reactants [NH:1]1[CH:5]=[C:4]([CH:6]2[C:14]3[C:9](=[C:10]([CH3:18])[C:11]([CH3:17])=[C:12]([O:15][CH3:16])[CH:13]=3)[C:8](=[O:19])[CH2:7]2)[N:3]=[CH:2]1.[BH4-].[Na+], predict the reaction product. The product is: [NH:1]1[CH:5]=[C:4]([CH:6]2[C:14]3[C:9](=[C:10]([CH3:18])[C:11]([CH3:17])=[C:12]([O:15][CH3:16])[CH:13]=3)[CH:8]([OH:19])[CH2:7]2)[N:3]=[CH:2]1.